Dataset: Full USPTO retrosynthesis dataset with 1.9M reactions from patents (1976-2016). Task: Predict the reactants needed to synthesize the given product. Given the product [Cl:1][C:2]1[CH:7]=[C:6]2[NH:8][C:9](=[O:29])[C:10]3([CH:15]([C:16]4[CH:21]=[CH:20][CH:19]=[C:18]([Cl:22])[CH:17]=4)[CH2:14][C:13](=[O:23])[NH:12][CH:11]3[CH:24]3[CH2:28][CH2:27][CH2:26][CH2:25]3)[C:5]2=[CH:4][CH:3]=1, predict the reactants needed to synthesize it. The reactants are: [Cl:1][C:2]1[CH:7]=[C:6]2[NH:8][C:9](=[O:29])[C:10]3([CH:15]([C:16]4[CH:21]=[CH:20][CH:19]=[C:18]([Cl:22])[CH:17]=4)[CH2:14][C:13](=[O:23])[NH:12][CH:11]3[C:24]3[CH2:28][CH2:27][CH2:26][CH:25]=3)[C:5]2=[CH:4][CH:3]=1.